This data is from Full USPTO retrosynthesis dataset with 1.9M reactions from patents (1976-2016). The task is: Predict the reactants needed to synthesize the given product. Given the product [C:2]([O:5][C:6](=[O:7])[N:8]([CH2:10][C:11]([N:46]1[CH2:47][CH2:48][CH:43]([C:35]2[N:36]3[C:41]([C:40]([NH2:42])=[N:39][CH:38]=[N:37]3)=[C:33]([C:29]3[CH:30]=[CH:31][C:32]4[C:27]([CH:28]=3)=[N:26][N:25]([CH2:49][C:50]3[CH:55]=[CH:54][CH:53]=[CH:52][CH:51]=3)[C:24]=4[NH2:23])[CH:34]=2)[CH2:44][CH2:45]1)=[O:13])[CH3:9])([CH3:1])([CH3:3])[CH3:4], predict the reactants needed to synthesize it. The reactants are: [CH3:1][C:2]([O:5][C:6]([N:8]([CH2:10][C:11]([OH:13])=O)[CH3:9])=[O:7])([CH3:4])[CH3:3].C(N(C(C)C)CC)(C)C.[NH2:23][C:24]1[N:25]([CH2:49][C:50]2[CH:55]=[CH:54][CH:53]=[CH:52][CH:51]=2)[N:26]=[C:27]2[C:32]=1[CH:31]=[CH:30][C:29]([C:33]1[CH:34]=[C:35]([CH:43]3[CH2:48][CH2:47][NH:46][CH2:45][CH2:44]3)[N:36]3[C:41]=1[C:40]([NH2:42])=[N:39][CH:38]=[N:37]3)=[CH:28]2.CCOC(C)=O.